Dataset: Full USPTO retrosynthesis dataset with 1.9M reactions from patents (1976-2016). Task: Predict the reactants needed to synthesize the given product. (1) Given the product [C:18]1([C@H:16]([N:11]2[C@@H:10]3[C@@H:13]([CH2:14][CH2:15][NH:8][CH2:9]3)[CH2:12]2)[CH3:17])[CH:23]=[CH:22][CH:21]=[CH:20][CH:19]=1, predict the reactants needed to synthesize it. The reactants are: C(OC([N:8]1[CH2:15][CH2:14][CH:13]2[CH:10]([N:11]([C@@H:16]([C:18]3[CH:23]=[CH:22][CH:21]=[CH:20][CH:19]=3)[CH3:17])[CH2:12]2)[CH2:9]1)=O)(C)(C)C.FC(F)(F)C(O)=O. (2) Given the product [OH:11][CH2:10][CH2:9][CH2:8][C:4]1[CH:3]=[C:2]([C:16]#[C:15][C:13]([CH3:14])([OH:17])[CH3:12])[CH:7]=[CH:6][CH:5]=1, predict the reactants needed to synthesize it. The reactants are: Br[C:2]1[CH:3]=[C:4]([CH2:8][CH2:9][CH2:10][OH:11])[CH:5]=[CH:6][CH:7]=1.[CH3:12][C:13]([OH:17])([C:15]#[CH:16])[CH3:14]. (3) Given the product [Cl:1][C:2]1[C:3]([N:11]([CH2:12][C:13]2[CH:14]=[C:15]([CH:20]=[CH:21][CH:22]=2)[C:16]([O:18][CH3:19])=[O:17])[CH3:25])=[N:4][CH:5]=[C:6]([N+:8]([O-:10])=[O:9])[CH:7]=1, predict the reactants needed to synthesize it. The reactants are: [Cl:1][C:2]1[C:3]([NH:11][CH2:12][C:13]2[CH:14]=[C:15]([CH:20]=[CH:21][CH:22]=2)[C:16]([O:18][CH3:19])=[O:17])=[N:4][CH:5]=[C:6]([N+:8]([O-:10])=[O:9])[CH:7]=1.[H-].[Na+].[CH3:25]I. (4) The reactants are: F[C:2]1[CH:9]=[CH:8][C:5]([C:6]#[N:7])=[CH:4][CH:3]=1.[NH2:10][C@H:11]1[CH2:15][CH2:14][C@@H:13]([C:16]([OH:18])=[O:17])[CH2:12]1.C(=O)([O-])[O-].[K+].[K+].CS(C)=O. Given the product [C:6]([C:5]1[CH:8]=[CH:9][C:2]([NH:10][C@H:11]2[CH2:15][CH2:14][C@@H:13]([C:16]([OH:18])=[O:17])[CH2:12]2)=[CH:3][CH:4]=1)#[N:7], predict the reactants needed to synthesize it. (5) Given the product [CH3:49][O:48][C:46]1[CH:47]=[C:42]([N:39]2[CH2:40][CH2:41][N:36]([C:34]([C:31]3[CH:32]=[CH:33][N:29]([CH2:28][CH2:27][OH:26])[C:30]=3[C:52]3[CH:53]=[CH:54][CH:55]=[CH:56][CH:57]=3)=[O:35])[CH2:37][CH2:38]2)[CH:43]=[C:44]([O:50][CH3:51])[CH:45]=1, predict the reactants needed to synthesize it. The reactants are: CCCC[N+](CCCC)(CCCC)CCCC.[F-].[Si]([O:26][CH2:27][CH2:28][N:29]1[CH:33]=[CH:32][C:31]([C:34]([N:36]2[CH2:41][CH2:40][N:39]([C:42]3[CH:47]=[C:46]([O:48][CH3:49])[CH:45]=[C:44]([O:50][CH3:51])[CH:43]=3)[CH2:38][CH2:37]2)=[O:35])=[C:30]1[C:52]1[CH:57]=[CH:56][CH:55]=[CH:54][CH:53]=1)(C(C)(C)C)(C)C.C(OCC)(=O)C. (6) Given the product [CH2:22]([O:21][S:18]([O-:30])(=[O:20])=[O:19])[CH2:23][CH2:24][CH2:25][CH2:26][CH2:27][CH2:28][CH3:29].[CH3:2][N:3]1[CH:7]=[CH:6][N+:5]([CH2:8][C:9]([O:11][CH2:12][CH2:13][O:14][CH2:15][CH2:16][CH3:17])=[O:10])=[CH:4]1, predict the reactants needed to synthesize it. The reactants are: [Br-].[CH3:2][N:3]1[CH:7]=[CH:6][N+:5]([CH2:8][C:9]([O:11][CH2:12][CH2:13][O:14][CH2:15][CH2:16][CH3:17])=[O:10])=[CH:4]1.[S:18]([O-:30])([O:21][CH2:22][CH2:23][CH2:24][CH2:25][CH2:26][CH2:27][CH2:28][CH3:29])(=[O:20])=[O:19].[Na+]. (7) Given the product [CH3:1][C:2]([CH3:11])([CH3:10])[CH2:3][C:4]1[CH:9]=[CH:8][C:7]([CH:17]=[O:18])=[CH:6][CH:5]=1, predict the reactants needed to synthesize it. The reactants are: [CH3:1][C:2]([CH3:11])([CH3:10])[CH2:3][C:4]1[CH:9]=[CH:8][CH:7]=[CH:6][CH:5]=1.Cl[Sn](Cl)(Cl)Cl.[CH3:17][O:18]C(Cl)Cl.